This data is from Catalyst prediction with 721,799 reactions and 888 catalyst types from USPTO. The task is: Predict which catalyst facilitates the given reaction. (1) Reactant: [NH:1]1[C:9]2[C:4](=[CH:5][CH:6]=[CH:7][C:8]=2[CH:10]=[O:11])[CH:3]=[CH:2]1.[CH3:12]OS(OC)(=O)=O.[H-].[Na+]. Product: [CH3:12][N:1]1[C:9]2[C:4](=[CH:5][CH:6]=[CH:7][C:8]=2[CH:10]=[O:11])[CH:3]=[CH:2]1. The catalyst class is: 3. (2) Reactant: [F:1][C:2]1[CH:7]=[CH:6][C:5]([C:8]2([OH:33])[CH2:13][CH2:12][N:11]([C:14]([C:16]3[CH:17]=[C:18]4[C:22](=[CH:23][CH:24]=3)[NH:21][C:20]3[C:25]5[NH:32][N:31]=[CH:30][C:26]=5[CH2:27][CH2:28][CH2:29][C:19]4=3)=[O:15])[CH2:10][CH2:9]2)=[CH:4][CH:3]=1.[CH3:34][S:35](O)(=[O:37])=[O:36]. Product: [CH3:34][S:35]([O:33][C:8]1([C:5]2[CH:4]=[CH:3][C:2]([F:1])=[CH:7][CH:6]=2)[CH2:13][CH2:12][N:11]([C:14]([C:16]2[CH:17]=[C:18]3[C:22](=[CH:23][CH:24]=2)[NH:21][C:20]2[C:25]4[NH:32][N:31]=[CH:30][C:26]=4[CH2:27][CH2:28][CH2:29][C:19]3=2)=[O:15])[CH2:10][CH2:9]1)(=[O:37])=[O:36]. The catalyst class is: 5. (3) Reactant: P(Cl)(Cl)(Cl)=O.CN([CH:9]=[O:10])C.[C:11]1([S:17]([C:20]2[C:21]([CH2:26][CH2:27][C:28]([OH:30])=[O:29])=[CH:22][NH:23][C:24]=2[CH3:25])(=[O:19])=[O:18])[CH:16]=[CH:15][CH:14]=[CH:13][CH:12]=1. Product: [C:11]1([S:17]([C:20]2[C:21]([CH2:26][CH2:27][C:28]([OH:30])=[O:29])=[C:22]([CH:9]=[O:10])[NH:23][C:24]=2[CH3:25])(=[O:18])=[O:19])[CH:12]=[CH:13][CH:14]=[CH:15][CH:16]=1. The catalyst class is: 2. (4) Reactant: [F:1][C:2]([F:18])([F:17])[C:3]1[CH:4]=[CH:5][C:6]([C:9]2[CH:14]=[CH:13][N:12]=[C:11]([C:15]#[N:16])[CH:10]=2)=[N:7][CH:8]=1.[ClH:19]. Product: [ClH:19].[F:18][C:2]([F:1])([F:17])[C:3]1[CH:4]=[CH:5][C:6]([C:9]2[CH:14]=[CH:13][N:12]=[C:11]([CH2:15][NH2:16])[CH:10]=2)=[N:7][CH:8]=1. The catalyst class is: 63. (5) Reactant: [CH3:1][O:2][C:3]1[CH:4]=[C:5]([C:11]2[C:12]([CH3:34])([CH3:33])[C:13](=[O:32])[N:14]([CH:16]3[CH2:21][CH2:20][N:19]([C:22]([C:24]4[CH:29]=[C:28]([OH:30])[CH:27]=[CH:26][C:25]=4[CH3:31])=[O:23])[CH2:18][CH2:17]3)[N:15]=2)[CH:6]=[CH:7][C:8]=1[O:9][CH3:10].C(=O)([O-])[O-].[K+].[K+].I[CH:42]([CH3:44])[CH3:43]. Product: [CH3:1][O:2][C:3]1[CH:4]=[C:5]([C:11]2[C:12]([CH3:34])([CH3:33])[C:13](=[O:32])[N:14]([CH:16]3[CH2:21][CH2:20][N:19]([C:22]([C:24]4[CH:29]=[C:28]([O:30][CH:42]([CH3:44])[CH3:43])[CH:27]=[CH:26][C:25]=4[CH3:31])=[O:23])[CH2:18][CH2:17]3)[N:15]=2)[CH:6]=[CH:7][C:8]=1[O:9][CH3:10]. The catalyst class is: 10. (6) Reactant: [Cl:1][C:2]1[S:6][C:5]([C:7]([NH:9][CH2:10][C:11]2[N:12]=[CH:13][N:14]([C:16]3[CH:21]=[CH:20][C:19](I)=[CH:18][CH:17]=3)[CH:15]=2)=[O:8])=[CH:4][CH:3]=1.[OH:23][C:24]1[CH:29]=[C:28]([OH:30])[CH:27]=[CH:26][N:25]=1.OC1C=CC=C2C=1N=CC=C2.C([O-])([O-])=O.[K+].[K+]. Product: [Cl:1][C:2]1[S:6][C:5]([C:7]([NH:9][CH2:10][C:11]2[N:12]=[CH:13][N:14]([C:16]3[CH:21]=[CH:20][C:19]([N:25]4[CH:26]=[CH:27][C:28]([OH:30])=[CH:29][C:24]4=[O:23])=[CH:18][CH:17]=3)[CH:15]=2)=[O:8])=[CH:4][CH:3]=1. The catalyst class is: 156. (7) Reactant: [CH2:1]([O:8][C:9]([N:11]1[CH2:16][CH2:15][CH:14]([CH2:17][C:18]([OH:20])=O)[CH2:13][CH2:12]1)=[O:10])[C:2]1[CH:7]=[CH:6][CH:5]=[CH:4][CH:3]=1.O=S(Cl)[Cl:23]. Product: [Cl:23][C:18](=[O:20])[CH2:17][CH:14]1[CH2:15][CH2:16][N:11]([C:9]([O:8][CH2:1][C:2]2[CH:7]=[CH:6][CH:5]=[CH:4][CH:3]=2)=[O:10])[CH2:12][CH2:13]1. The catalyst class is: 2. (8) Reactant: [F:1][C:2]1[C:11]([CH3:12])=[CH:10][CH:9]=[CH:8][C:3]=1[C:4]([O:6][CH3:7])=[O:5].[Br:13]N1C(=O)CCC1=O.C(OOC(=O)C1C=CC=CC=1)(=O)C1C=CC=CC=1. Product: [Br:13][CH2:12][C:11]1[C:2]([F:1])=[C:3]([CH:8]=[CH:9][CH:10]=1)[C:4]([O:6][CH3:7])=[O:5]. The catalyst class is: 53. (9) Reactant: Cl.Cl.Cl.[Cl:4][C:5]1[CH:6]=[C:7]([C:12]2[N:13]=[C:14]([CH:22]3[CH2:27][CH2:26][NH:25][CH2:24][CH2:23]3)[N:15]([CH2:17][CH2:18][N:19]([CH3:21])[CH3:20])[CH:16]=2)[CH:8]=[CH:9][C:10]=1[F:11].[CH:28](=[C:35]1[C:43]2[C:42](Cl)=[N:41][CH:40]=[N:39][C:38]=2[NH:37][C:36]1=[O:45])[C:29]1[CH:34]=[CH:33][CH:32]=[CH:31][CH:30]=1.CCN(C(C)C)C(C)C. Product: [CH:28](=[C:35]1[C:43]2[C:42]([N:25]3[CH2:24][CH2:23][CH:22]([C:14]4[N:15]([CH2:17][CH2:18][N:19]([CH3:21])[CH3:20])[CH:16]=[C:12]([C:7]5[CH:8]=[CH:9][C:10]([F:11])=[C:5]([Cl:4])[CH:6]=5)[N:13]=4)[CH2:27][CH2:26]3)=[N:41][CH:40]=[N:39][C:38]=2[NH:37][C:36]1=[O:45])[C:29]1[CH:34]=[CH:33][CH:32]=[CH:31][CH:30]=1. The catalyst class is: 41.